From a dataset of Full USPTO retrosynthesis dataset with 1.9M reactions from patents (1976-2016). Predict the reactants needed to synthesize the given product. (1) Given the product [OH:3][CH:1]([CH:4]([CH2:9][CH2:10][CH2:11][CH:12]=[CH2:13])[C:5]([O:7][CH3:8])=[O:6])[CH3:2], predict the reactants needed to synthesize it. The reactants are: [C:1]([CH:4]([CH2:9][CH2:10][CH2:11][CH:12]=[CH2:13])[C:5]([O:7][CH3:8])=[O:6])(=[O:3])[CH3:2].[BH4-].[Na+]. (2) Given the product [CH2:19]([C:18]1[CH:17]=[CH:16][N:15]=[CH:14][C:13]=1[C:10]1[O:11][CH:12]=[C:8]([C:5]2[CH:4]=[CH:3][C:2]([F:1])=[CH:7][CH:6]=2)[N:9]=1)[CH2:21][CH2:22][CH3:23], predict the reactants needed to synthesize it. The reactants are: [F:1][C:2]1[CH:7]=[CH:6][C:5]([C:8]2[N:9]=[C:10]([C:13]3[CH:14]=[N:15][CH:16]=[CH:17][C:18]=3[CH3:19])[O:11][CH:12]=2)=[CH:4][CH:3]=1.[Li+].[CH3:21][CH:22]([N-]C(C)C)[CH3:23].C(I)CC. (3) Given the product [CH2:15]([C:13]1[N:14]=[C:9]([OH:8])[CH:10]=[CH:11][CH:12]=1)[C:17]1[CH:22]=[CH:21][CH:20]=[CH:19][CH:18]=1, predict the reactants needed to synthesize it. The reactants are: C([O:8][C:9]1[N:14]=[C:13]([CH:15]([C:17]2[CH:22]=[CH:21][CH:20]=[CH:19][CH:18]=2)O)[CH:12]=[CH:11][CH:10]=1)C1C=CC=CC=1.[H][H]. (4) Given the product [NH2:25][C:24]1[N:1]([C:3]2[NH:4][C:5]3[CH:11]=[CH:10][CH:9]=[CH:8][C:6]=3[N:7]=2)[N:2]=[CH:22][N:23]=1, predict the reactants needed to synthesize it. The reactants are: [NH:1]([C:3]1[NH:7][C:6]2[CH:8]=[CH:9][CH:10]=[CH:11][C:5]=2[N:4]=1)[NH2:2].C(N(CC)CC)C.C(O[CH:22]=[N:23][C:24]#[N:25])C. (5) Given the product [Br:1][C:2]1[CH:3]=[CH:4][C:5]2[CH:6]=[C:7]3[CH2:14][NH:13][CH2:12][CH2:11][N:8]3[C:9]=2[CH:10]=1, predict the reactants needed to synthesize it. The reactants are: [Br:1][C:2]1[CH:10]=[C:9]2[C:5]([CH:6]=[C:7]([C:14](OCC)=O)[N:8]2[CH2:11][C:12]#[N:13])=[CH:4][CH:3]=1.[H-].[Al+3].[Li+].[H-].[H-].[H-].C(C(C(C([O-])=O)O)O)([O-])=O.[K+].[Na+].C(OCC)(=O)C.